Dataset: Peptide-MHC class I binding affinity with 185,985 pairs from IEDB/IMGT. Task: Regression. Given a peptide amino acid sequence and an MHC pseudo amino acid sequence, predict their binding affinity value. This is MHC class I binding data. (1) The peptide sequence is YIKIFIMIV. The MHC is HLA-A02:19 with pseudo-sequence HLA-A02:19. The binding affinity (normalized) is 0.0847. (2) The peptide sequence is YTDKIAMSY. The MHC is HLA-C14:02 with pseudo-sequence HLA-C14:02. The binding affinity (normalized) is 0.609. (3) The peptide sequence is GTSLTQKVVI. The MHC is HLA-B58:01 with pseudo-sequence HLA-B58:01. The binding affinity (normalized) is 0.513. (4) The peptide sequence is AQFSPQYL. The binding affinity (normalized) is 0.105. The MHC is HLA-A03:01 with pseudo-sequence HLA-A03:01. (5) The peptide sequence is FLLDYEGTL. The MHC is HLA-A69:01 with pseudo-sequence HLA-A69:01. The binding affinity (normalized) is 0.438. (6) The peptide sequence is STSLSVSLVL. The MHC is HLA-B57:01 with pseudo-sequence HLA-B57:01. The binding affinity (normalized) is 0.399. (7) The peptide sequence is AMQIIRDI. The MHC is Mamu-A11 with pseudo-sequence Mamu-A11. The binding affinity (normalized) is 0.381. (8) The peptide sequence is MTRVTNNVY. The binding affinity (normalized) is 0.0847. The MHC is HLA-B27:05 with pseudo-sequence HLA-B27:05.